This data is from Forward reaction prediction with 1.9M reactions from USPTO patents (1976-2016). The task is: Predict the product of the given reaction. (1) The product is: [NH2:23][C:5]1[CH:4]=[C:3]([CH2:1][CH3:2])[C:8]([S:9]([NH:10][C:11]2[CH:12]=[CH:13][C:14]3[CH2:18][O:17][B:16]([OH:19])[C:15]=3[CH:20]=2)(=[O:21])=[O:22])=[N:7][CH:6]=1. Given the reactants [CH2:1]([C:3]1[CH:4]=[C:5]([NH:23]C(=O)C)[CH:6]=[N:7][C:8]=1[S:9](=[O:22])(=[O:21])[NH:10][C:11]1[CH:12]=[CH:13][C:14]2[CH2:18][O:17][B:16]([OH:19])[C:15]=2[CH:20]=1)[CH3:2], predict the reaction product. (2) Given the reactants [N:1]1([C:7]([N:9]2[CH2:14][CH:13]([C:15]3[CH:20]=[CH:19][C:18]([O:21][C:22]([F:25])([F:24])[F:23])=[CH:17][CH:16]=3)[CH2:12][CH:11]([C:26]([OH:28])=O)[CH2:10]2)=[O:8])[CH2:6][CH2:5][O:4][CH2:3][CH2:2]1.O[N:30]=[C:31]([C:33]1[CH:38]=[CH:37][CH:36]=[CH:35][C:34]=1[CH3:39])[NH2:32], predict the reaction product. The product is: [CH3:39][C:34]1[CH:35]=[CH:36][CH:37]=[CH:38][C:33]=1[C:31]1[N:32]=[C:26]([CH:11]2[CH2:12][CH:13]([C:15]3[CH:20]=[CH:19][C:18]([O:21][C:22]([F:23])([F:25])[F:24])=[CH:17][CH:16]=3)[CH2:14][N:9]([C:7]([N:1]3[CH2:6][CH2:5][O:4][CH2:3][CH2:2]3)=[O:8])[CH2:10]2)[O:28][N:30]=1. (3) Given the reactants [F:1][C:2]1[CH:8]=[CH:7][C:5]([NH2:6])=[C:4]([CH3:9])[CH:3]=1.[N:10]([O-])=O.[Na+].Cl[Sn]Cl, predict the reaction product. The product is: [F:1][C:2]1[CH:8]=[CH:7][C:5]([NH:6][NH2:10])=[C:4]([CH3:9])[CH:3]=1.